Task: Predict the product of the given reaction.. Dataset: Forward reaction prediction with 1.9M reactions from USPTO patents (1976-2016) (1) Given the reactants [P:1]([O:13][CH2:14][C@H:15]1[O:19][C@@H:18]([N:20]2[C:29]3[N:28]=[CH:27][N:26]=[C:24]([NH2:25])[C:23]=3[N:22]=[CH:21]2)[C@H:17]([OH:30])[C@@H:16]1[OH:31])([O:4][P:5]([O:8]P(O)(O)=O)([OH:7])=[O:6])(=[O:3])[OH:2].[Mg+2].[Cl-].[Cl-].[CH3:35][C:36]([C@@H:70]([OH:82])[C:71]([NH:73][CH2:74][CH2:75][C:76]([NH:78][CH2:79][CH2:80][SH:81])=[O:77])=[O:72])([CH2:38]OP(OP(OC[C@H]1O[C@@H](N2C3N=CN=C(N)C=3N=C2)[C@H](O)[C@@H]1OP(O)(O)=O)(O)=O)(O)=O)[CH3:37].[OH:83][C@H:84]([CH2:89][CH2:90][CH2:91][CH2:92][CH3:93])[CH2:85][C:86]([O-])=[O:87].S(=O)(=O)(O)O.O[C@H](CCC1C=CC=CC=1)CC(SCCNC(=O)CCNC(=O)[C@H](O)C(C)(C)C[O:116][P:117](O)(=[O:145])[O:118]P(O)(=O)OC[C@H]1O[C@@H](N2C3N=CN=C(N)C=3N=C2)[C@H](O)[C@@H]1OP(O)(O)=O)=O.O[C@H](CCC1C=CC(F)=CC=1)CC(SCCNC(=O)CCNC(=O)[C@H](O)C(C)(C)COP(O)(=O)OP(O)(=O)OC[C@H]1O[C@@H](N2C3N=CN=C(N)C=3N=C2)[C@H](O)[C@@H]1OP(O)(O)=O)=O.O[C@H](CCC[C@@H]1OC1)CC(SCCNC(=O)CCNC(=O)[C@H](O)C(C)(C)COP(O)(=O)OP(O)(=O)OC[C@H]1O[C@@H](N2C3N=CN=C(N)C=3N=C2)[C@H](O)[C@@H]1OP(O)(O)=O)=O.O[C@H](CCC[C@@H]1OC1)CC(O)=O.OC(CCCC=C)CC(O)=O.ClC1C=C(C=CC=1)C(O)=O, predict the reaction product. The product is: [OH:83][C@H:84]([CH2:89][CH2:90][CH2:91][CH2:92][CH3:93])[CH2:85][C:86]([S:81][CH2:80][CH2:79][NH:78][C:76](=[O:77])[CH2:75][CH2:74][NH:73][C:71](=[O:72])[C@H:70]([OH:82])[C:36]([CH3:35])([CH3:37])[CH2:38][O:8][P:5]([OH:7])(=[O:6])[O:4][P:1]([OH:2])(=[O:3])[O:13][CH2:14][C@H:15]1[O:19][C@@H:18]([N:20]2[C:29]3[N:28]=[CH:27][N:26]=[C:24]([NH2:25])[C:23]=3[N:22]=[CH:21]2)[C@H:17]([OH:30])[C@@H:16]1[O:31][P:117]([OH:145])([OH:118])=[O:116])=[O:87]. (2) Given the reactants [NH2:1][C:2]1[C:7]([C:8]2[S:17][C:11]3[C:12](=[O:16])[NH:13][CH2:14][CH2:15][C:10]=3[CH:9]=2)=[CH:6][CH:5]=[CH:4][N:3]=1.C1C(=O)N([Br:25])C(=O)C1, predict the reaction product. The product is: [NH2:1][C:2]1[C:7]([C:8]2[S:17][C:11]3[C:12](=[O:16])[NH:13][CH2:14][CH2:15][C:10]=3[CH:9]=2)=[CH:6][C:5]([Br:25])=[CH:4][N:3]=1. (3) Given the reactants Br[CH:2]([CH:8]([CH3:10])[CH3:9])[C:3]([O:5][CH2:6][CH3:7])=[O:4].[CH3:11][O:12][C:13]1[CH:18]=[CH:17][C:16]([SH:19])=[CH:15][CH:14]=1, predict the reaction product. The product is: [CH2:6]([O:5][C:3](=[O:4])[CH:2]([S:19][C:16]1[CH:17]=[CH:18][C:13]([O:12][CH3:11])=[CH:14][CH:15]=1)[CH:8]([CH3:10])[CH3:9])[CH3:7]. (4) Given the reactants C(OC(=O)[NH:7][C@H:8]1[CH2:13][CH2:12][CH2:11][N:10]([C:14]2[CH:19]=[CH:18][C:17]([NH:20][C:21]3[C:30]4[C:25](=[CH:26][CH:27]=[C:28]([C:31]5[CH:36]=[C:35]([F:37])[C:34]([OH:38])=[C:33]([Cl:39])[CH:32]=5)[N:29]=4)[N:24]=[CH:23][C:22]=3[C:40]([CH:42]3[CH2:45][CH2:44][CH2:43]3)=[O:41])=[CH:16][N:15]=2)[CH2:9]1)(C)(C)C.C(O)(C(F)(F)F)=O, predict the reaction product. The product is: [ClH:39].[ClH:39].[ClH:39].[NH2:7][C@H:8]1[CH2:13][CH2:12][CH2:11][N:10]([C:14]2[N:15]=[CH:16][C:17]([NH:20][C:21]3[C:30]4[C:25](=[CH:26][CH:27]=[C:28]([C:31]5[CH:36]=[C:35]([F:37])[C:34]([OH:38])=[C:33]([Cl:39])[CH:32]=5)[N:29]=4)[N:24]=[CH:23][C:22]=3[C:40]([CH:42]3[CH2:45][CH2:44][CH2:43]3)=[O:41])=[CH:18][CH:19]=2)[CH2:9]1. (5) Given the reactants [C:1]([O:5][C:6]([N:8]1[CH2:13][CH2:12][N:11]2[C:14]([C:19]3[CH:20]=[N:21][CH:22]=[CH:23][C:24]=3[CH3:25])=[CH:15][C:16]([C:17]#[N:18])=[C:10]2[CH2:9]1)=[O:7])([CH3:4])([CH3:3])[CH3:2].ClC1C(C(N)=O)=C2CN(S(C3SC(C4C=CC=CN=4)=CC=3)(=O)=[O:36])CCN2C=1C1C=CC=CC=1.[OH-].[Na+].OO, predict the reaction product. The product is: [C:1]([O:5][C:6]([N:8]1[CH2:13][CH2:12][N:11]2[C:14]([C:19]3[CH:20]=[N:21][CH:22]=[CH:23][C:24]=3[CH3:25])=[CH:15][C:16]([C:17](=[O:36])[NH2:18])=[C:10]2[CH2:9]1)=[O:7])([CH3:4])([CH3:3])[CH3:2].